From a dataset of NCI-60 drug combinations with 297,098 pairs across 59 cell lines. Regression. Given two drug SMILES strings and cell line genomic features, predict the synergy score measuring deviation from expected non-interaction effect. (1) Drug 1: C(=O)(N)NO. Drug 2: C(CN)CNCCSP(=O)(O)O. Cell line: HT29. Synergy scores: CSS=-4.64, Synergy_ZIP=1.63, Synergy_Bliss=1.39, Synergy_Loewe=-3.48, Synergy_HSA=-2.50. (2) Drug 1: CC12CCC(CC1=CCC3C2CCC4(C3CC=C4C5=CN=CC=C5)C)O. Drug 2: C1CCC(CC1)NC(=O)N(CCCl)N=O. Cell line: A549. Synergy scores: CSS=20.7, Synergy_ZIP=-7.52, Synergy_Bliss=2.49, Synergy_Loewe=-0.205, Synergy_HSA=1.57. (3) Drug 1: CCCS(=O)(=O)NC1=C(C(=C(C=C1)F)C(=O)C2=CNC3=C2C=C(C=N3)C4=CC=C(C=C4)Cl)F. Drug 2: CC(C)CN1C=NC2=C1C3=CC=CC=C3N=C2N. Cell line: PC-3. Synergy scores: CSS=2.52, Synergy_ZIP=0.997, Synergy_Bliss=3.50, Synergy_Loewe=2.33, Synergy_HSA=2.09.